From a dataset of Catalyst prediction with 721,799 reactions and 888 catalyst types from USPTO. Predict which catalyst facilitates the given reaction. (1) Reactant: [CH:1]1([CH2:4][N:5]([S:18]([CH3:21])(=[O:20])=[O:19])[C:6]2[CH:11]=[CH:10][CH:9]=[CH:8][C:7]=2[N:12]2[CH2:17][CH2:16][NH:15][CH2:14][CH2:13]2)[CH2:3][CH2:2]1.[Cl:22][C:23]1[CH:28]=[CH:27][C:26]([CH2:29][C@H:30]([OH:34])[C:31](O)=[O:32])=[CH:25][CH:24]=1.C1C=NC2N(O)N=NC=2C=1.C(Cl)CCl. Product: [Cl:22][C:23]1[CH:24]=[CH:25][C:26]([CH2:29][C@H:30]([OH:34])[C:31]([N:15]2[CH2:16][CH2:17][N:12]([C:7]3[CH:8]=[CH:9][CH:10]=[CH:11][C:6]=3[N:5]([CH2:4][CH:1]3[CH2:2][CH2:3]3)[S:18]([CH3:21])(=[O:19])=[O:20])[CH2:13][CH2:14]2)=[O:32])=[CH:27][CH:28]=1. The catalyst class is: 59. (2) Reactant: [CH3:1][O:2][C:3]1[CH:12]=[C:11]2[C:6]([CH:7]=[CH:8][CH:9]=[C:10]2[CH:13]=[CH2:14])=[CH:5][CH:4]=1.[FH:15].F.F.C(N(CC)CC)C.[Br:25]N1C(=O)CCC1=O.N. Product: [Br:25][CH2:14][CH:13]([C:10]1[C:11]2[C:6](=[CH:5][CH:4]=[C:3]([O:2][CH3:1])[CH:12]=2)[CH:7]=[CH:8][CH:9]=1)[F:15]. The catalyst class is: 4.